From a dataset of Full USPTO retrosynthesis dataset with 1.9M reactions from patents (1976-2016). Predict the reactants needed to synthesize the given product. (1) Given the product [CH:1]([O:4][C:5]1[CH:10]=[CH:9][C:8]([C:11]([N:13]2[CH2:18][CH2:17][C:16]3([O:23][C@H:22]([C:24]4[CH:25]=[N:26][CH:27]=[CH:28][CH:29]=4)[CH2:21][C@H:20]([O:30][CH:31]([CH3:33])[CH3:32])[CH2:19]3)[CH2:15][CH2:14]2)=[O:12])=[CH:7][C:6]=1[CH3:34])([CH3:3])[CH3:2], predict the reactants needed to synthesize it. The reactants are: [CH:1]([O:4][C:5]1[CH:10]=[CH:9][C:8]([C:11]([N:13]2[CH2:18][CH2:17][C:16]3([O:23][C:22]([C:24]4[CH:25]=[N:26][CH:27]=[CH:28][CH:29]=4)=[CH:21][CH:20]([O:30][CH:31]([CH3:33])[CH3:32])[CH2:19]3)[CH2:15][CH2:14]2)=[O:12])=[CH:7][C:6]=1[CH3:34])([CH3:3])[CH3:2]. (2) Given the product [O:16]=[C:17]([C:23]1[S:24][CH:25]=[CH:26][CH:27]=1)[CH2:18][CH2:19][C:20]([NH:15][C:9]1[CH:10]=[CH:11][CH:12]=[C:13]2[C:8]=1[NH:7][C:6]([C:2]1[S:1][CH:5]=[CH:4][N:3]=1)=[CH:14]2)=[O:21], predict the reactants needed to synthesize it. The reactants are: [S:1]1[CH:5]=[CH:4][N:3]=[C:2]1[C:6]1[NH:7][C:8]2[C:13]([CH:14]=1)=[CH:12][CH:11]=[CH:10][C:9]=2[NH2:15].[O:16]=[C:17]([C:23]1[S:24][CH:25]=[CH:26][CH:27]=1)[CH2:18][CH2:19][C:20](O)=[O:21].N1(O)C2C=CC=CC=2N=N1.Cl.CN(C)CCCN=C=NCC.